From a dataset of Reaction yield outcomes from USPTO patents with 853,638 reactions. Predict the reaction yield, written as a fraction of the theoretical maximum amount of product (1.0 means a 100% yield; for example, 0.34 means a 34% yield). (1) The reactants are [C:1]([O:4][CH2:5][CH:6]1[CH2:11][CH:10]([O:12]C2CCCCO2)[CH2:9][CH2:8][N:7]1[C:19]([O:21][C:22]([CH3:25])([CH3:24])[CH3:23])=[O:20])(=[O:3])[CH3:2].O.C1(C)C=CC(S(O)(=O)=O)=CC=1. The catalyst is CO. The product is [C:1]([O:4][CH2:5][CH:6]1[CH2:11][CH:10]([OH:12])[CH2:9][CH2:8][N:7]1[C:19]([O:21][C:22]([CH3:25])([CH3:24])[CH3:23])=[O:20])(=[O:3])[CH3:2]. The yield is 0.830. (2) The reactants are [CH:1]1[C:10]2[C:5](=[CH:6][CH:7]=[CH:8][CH:9]=2)[CH2:4][CH2:3][C:2]=1[C:11]1[CH:16]=[C:15]([NH2:17])[CH:14]=[CH:13][N:12]=1.[CH2:18]([O:20][C:21](Cl)=[O:22])[CH3:19]. The catalyst is N1C=CC=CC=1. The product is [CH2:18]([O:20][C:21](=[O:22])[NH:17][C:15]1[CH:14]=[CH:13][N:12]=[C:11]([C:2]2[CH2:3][CH2:4][C:5]3[C:10](=[CH:9][CH:8]=[CH:7][CH:6]=3)[CH:1]=2)[CH:16]=1)[CH3:19]. The yield is 0.360. (3) The catalyst is CCO.COCCOC.C1C=CC([P]([Pd]([P](C2C=CC=CC=2)(C2C=CC=CC=2)C2C=CC=CC=2)([P](C2C=CC=CC=2)(C2C=CC=CC=2)C2C=CC=CC=2)[P](C2C=CC=CC=2)(C2C=CC=CC=2)C2C=CC=CC=2)(C2C=CC=CC=2)C2C=CC=CC=2)=CC=1. The reactants are [CH:1]([C:3]1[CH:20]=[CH:19][C:6]2[S:7][C:8](B3OC(C)(C)C(C)(C)O3)=[CH:9][C:5]=2[CH:4]=1)=[O:2].I[C:22]1[C:30]2[C:25](=[N:26][CH:27]=[N:28][C:29]=2[NH2:31])[N:24]([CH:32]([CH3:34])[CH3:33])[N:23]=1.C([O-])([O-])=O.[Na+].[Na+]. The product is [NH2:31][C:29]1[N:28]=[CH:27][N:26]=[C:25]2[N:24]([CH:32]([CH3:34])[CH3:33])[N:23]=[C:22]([C:8]3[S:7][C:6]4[CH:19]=[CH:20][C:3]([CH:1]=[O:2])=[CH:4][C:5]=4[CH:9]=3)[C:30]=12. The yield is 0.450. (4) The reactants are Cl.[CH:2]([N:5]1[C:9]([C:10]2[N:19]=[C:18]3[N:12]([CH2:13][CH2:14][O:15][C:16]4[CH:23]=[C:22]([CH:24]5[CH2:29][CH2:28][NH:27][CH2:26][CH2:25]5)[CH:21]=[CH:20][C:17]=43)[CH:11]=2)=[N:8][C:7]([CH3:30])=[N:6]1)([CH3:4])[CH3:3].C(N(CC)CC)C.Cl[CH2:39][C:40]([NH:42][CH3:43])=[O:41]. The catalyst is [I-].C([N+](CCCC)(CCCC)CCCC)CCC. The product is [CH:2]([N:5]1[C:9]([C:10]2[N:19]=[C:18]3[C:17]4[CH:20]=[CH:21][C:22]([CH:24]5[CH2:29][CH2:28][N:27]([CH2:39][C:40]([NH:42][CH3:43])=[O:41])[CH2:26][CH2:25]5)=[CH:23][C:16]=4[O:15][CH2:14][CH2:13][N:12]3[CH:11]=2)=[N:8][C:7]([CH3:30])=[N:6]1)([CH3:4])[CH3:3]. The yield is 0.140.